This data is from Forward reaction prediction with 1.9M reactions from USPTO patents (1976-2016). The task is: Predict the product of the given reaction. (1) Given the reactants [CH3:1][N:2]([C:20]1[CH:25]=[CH:24][CH:23]=[CH:22][CH:21]=1)[C:3]([N:5]1[CH2:11][C:10]2[CH:12]=[CH:13][C:14]([C:16]([O:18]C)=O)=[CH:15][C:9]=2[O:8][CH2:7][CH2:6]1)=[O:4].[NH2:26][OH:27].[OH-].[Na+].Cl, predict the reaction product. The product is: [OH:27][NH:26][C:16]([CH:14]1[CH2:13][CH:12]=[C:10]2[CH2:11][N:5]([C:3]([N:2]([CH3:1])[C:20]3[CH:21]=[CH:22][CH:23]=[CH:24][CH:25]=3)=[O:4])[CH2:6][CH2:7][O:8][C:9]2=[CH:15]1)=[O:18]. (2) The product is: [Cl:31][C:27]1[CH:26]=[C:25]2[NH:24][C:23](=[O:32])[C:9]3([CH:8]([C:6]4[CH:7]=[C:2]([C:45]#[C:46][Si:47]([CH3:48])([CH3:49])[CH3:50])[CH:3]=[CH:4][C:5]=4[O:33][CH2:34][C:35]4([CH3:39])[CH2:38][O:37][CH2:36]4)[CH2:13][C:12](=[O:14])[NH:11][CH:10]3[C:15]3[CH:20]=[C:19]([Cl:21])[CH:18]=[CH:17][C:16]=3[CH3:22])[C:30]2=[CH:29][CH:28]=1. Given the reactants Br[C:2]1[CH:3]=[CH:4][C:5]([O:33][CH2:34][C:35]2([CH3:39])[CH2:38][O:37][CH2:36]2)=[C:6]([CH:8]2[CH2:13][C:12](=[O:14])[NH:11][CH:10]([C:15]3[CH:20]=[C:19]([Cl:21])[CH:18]=[CH:17][C:16]=3[CH3:22])[C:9]32[C:30]2[C:25](=[CH:26][C:27]([Cl:31])=[CH:28][CH:29]=2)[NH:24][C:23]3=[O:32])[CH:7]=1.COB([C:45]#[C:46][Si:47]([CH3:50])([CH3:49])[CH3:48])OC.[O-]P([O-])([O-])=O.[K+].[K+].[K+], predict the reaction product. (3) Given the reactants [Cl:1][C:2]1[C:7]([Cl:8])=[CH:6][CH:5]=[CH:4][C:3]=1[N:9]1[C:13]([C:14]#[N:15])=[CH:12][C:11]([C:16]([F:19])([F:18])[F:17])=[N:10]1.CCOCC.Cl.C(Cl)(Cl)Cl.CO, predict the reaction product. The product is: [ClH:1].[Cl:1][C:2]1[C:7]([Cl:8])=[CH:6][CH:5]=[CH:4][C:3]=1[N:9]1[C:13]([CH2:14][NH2:15])=[CH:12][C:11]([C:16]([F:18])([F:19])[F:17])=[N:10]1. (4) Given the reactants Br[CH2:2][C:3]([O:5][CH2:6][CH3:7])=[O:4].[NH:8]1[CH2:13][CH2:12][CH2:11][CH2:10][CH2:9]1.C(N(CC)CC)C, predict the reaction product. The product is: [N:8]1([CH2:2][C:3]([O:5][CH2:6][CH3:7])=[O:4])[CH2:13][CH2:12][CH2:11][CH2:10][CH2:9]1. (5) Given the reactants NC1C=CC(F)=CC=1C(NC)=O.Cl[C:14]1[C:19]([C:20]([F:23])([F:22])[F:21])=[CH:18][N:17]=[C:16]([NH:24][C:25]2[CH:39]=[CH:38][C:28]([CH2:29][P:30](=[O:37])([O:34][CH2:35][CH3:36])[O:31][CH2:32][CH3:33])=[CH:27][C:26]=2[O:40][CH3:41])[N:15]=1.[NH2:42][C:43]1[CH:52]=[CH:51][CH:50]=[C:49]2[C:44]=1[C:45](=[O:55])[C:46]([CH3:54])=[CH:47][N:48]2[CH3:53], predict the reaction product. The product is: [CH2:32]([O:31][P:30]([CH2:29][C:28]1[CH:38]=[CH:39][C:25]([NH:24][C:16]2[N:15]=[C:14]([NH:42][C:43]3[CH:52]=[CH:51][CH:50]=[C:49]4[C:44]=3[C:45](=[O:55])[C:46]([CH3:54])=[CH:47][N:48]4[CH3:53])[C:19]([C:20]([F:23])([F:22])[F:21])=[CH:18][N:17]=2)=[C:26]([O:40][CH3:41])[CH:27]=1)(=[O:37])[O:34][CH2:35][CH3:36])[CH3:33]. (6) Given the reactants [NH2:1][C:2]1[CH:3]=[C:4]([C:12]2[CH:13]=[C:14]3[C:19](=[CH:20][CH:21]=2)[NH:18][C:17](=[O:22])[CH2:16][CH2:15]3)[CH:5]=[CH:6][C:7]=1[C:8]([F:11])([F:10])[F:9].CO[C:25]1(OC)[CH2:29][CH2:28][CH2:27]O1, predict the reaction product. The product is: [N:1]1([C:2]2[CH:3]=[C:4]([C:12]3[CH:13]=[C:14]4[C:19](=[CH:20][CH:21]=3)[NH:18][C:17](=[O:22])[CH2:16][CH2:15]4)[CH:5]=[CH:6][C:7]=2[C:8]([F:9])([F:10])[F:11])[CH:25]=[CH:29][CH:28]=[CH:27]1.